From a dataset of Full USPTO retrosynthesis dataset with 1.9M reactions from patents (1976-2016). Predict the reactants needed to synthesize the given product. (1) Given the product [O:28]1[C:27]2[CH:31]=[CH:32][C:24]([O:23][C:18]3[C:17]([C:15]([NH:14][CH2:13][C:10]4[CH:11]=[CH:12][C:7]([O:6][C@@H:4]([CH3:5])[C:3]([OH:34])=[O:2])=[CH:8][C:9]=4[F:33])=[O:16])=[CH:22][CH:21]=[CH:20][N:19]=3)=[CH:25][C:26]=2[O:30][CH2:29]1, predict the reactants needed to synthesize it. The reactants are: C[O:2][C:3](=[O:34])[C@@H:4]([O:6][C:7]1[CH:12]=[CH:11][C:10]([CH2:13][NH:14][C:15]([C:17]2[C:18]([O:23][C:24]3[CH:32]=[CH:31][C:27]4[O:28][CH2:29][O:30][C:26]=4[CH:25]=3)=[N:19][CH:20]=[CH:21][CH:22]=2)=[O:16])=[C:9]([F:33])[CH:8]=1)[CH3:5].COC(=O)COC1C=CC(CNC(C2C(OC3C=CC4OCOC=4C=3)=NC=CC=2)=O)=C(F)C=1. (2) Given the product [Cl:1][C:2]1[CH:32]=[CH:31][C:5]([CH2:6][N:7]2[C:12](=[N:13][C:14]3[CH:19]=[CH:18][C:17]([C:34]#[C:33][CH:35]4[CH2:37][CH2:36]4)=[C:16]([CH3:21])[CH:15]=3)[NH:11][C:10](=[O:22])[N:9]([CH2:23][C@@H:24]([C:26]([O:28][CH3:29])=[O:27])[CH3:25])[C:8]2=[O:30])=[CH:4][CH:3]=1, predict the reactants needed to synthesize it. The reactants are: [Cl:1][C:2]1[CH:32]=[CH:31][C:5]([CH2:6][N:7]2[C:12](=[N:13][C:14]3[CH:19]=[CH:18][C:17](I)=[C:16]([CH3:21])[CH:15]=3)[NH:11][C:10](=[O:22])[N:9]([CH2:23][C@@H:24]([C:26]([O:28][CH3:29])=[O:27])[CH3:25])[C:8]2=[O:30])=[CH:4][CH:3]=1.[C:33]([CH:35]1[CH2:37][CH2:36]1)#[CH:34].C(N(CC)CC)C.C(O)(=O)CC(CC(O)=O)(C(O)=O)O. (3) The reactants are: [Cl:1][C:2]([O:5][C:6](=[O:12])OC(Cl)(Cl)Cl)(Cl)Cl.[N:13]1[CH:18]=CC=[CH:15][CH:14]=1.O1CCC[CH2:20]1. Given the product [ClH:1].[C:6]([O:5][CH2:2][CH2:15][CH2:14][NH:13][CH3:18])(=[O:12])[CH3:20], predict the reactants needed to synthesize it. (4) Given the product [Br:1][C:2]1[CH:10]=[C:9]2[C:5]([CH:6]=[C:7]([C:11]([N:13]3[CH2:18][CH2:17][C:16]([F:19])([F:20])[CH2:15][CH2:14]3)=[O:12])[N:8]2[C:36]2[CH:35]=[CH:34][N:33]=[C:32]([Cl:31])[CH:37]=2)=[CH:4][C:3]=1[O:21][CH:22]1[CH2:23][CH2:24][N:25]([CH:28]([CH3:30])[CH3:29])[CH2:26][CH2:27]1, predict the reactants needed to synthesize it. The reactants are: [Br:1][C:2]1[CH:10]=[C:9]2[C:5]([CH:6]=[C:7]([C:11]([N:13]3[CH2:18][CH2:17][C:16]([F:20])([F:19])[CH2:15][CH2:14]3)=[O:12])[NH:8]2)=[CH:4][C:3]=1[O:21][CH:22]1[CH2:27][CH2:26][N:25]([CH:28]([CH3:30])[CH3:29])[CH2:24][CH2:23]1.[Cl:31][C:32]1[CH:37]=[C:36](B(O)O)[CH:35]=[CH:34][N:33]=1. (5) Given the product [C:17]([O:20][CH2:21][CH2:22][N:8]1[CH:7]=[N:6][C:5]2[C:9]1=[N:10][C:2]([Cl:1])=[N:3][C:4]=2[N:11]1[CH2:12][CH2:13][O:14][CH2:15][CH2:16]1)(=[O:19])[CH3:18], predict the reactants needed to synthesize it. The reactants are: [Cl:1][C:2]1[N:10]=[C:9]2[C:5]([N:6]=[CH:7][NH:8]2)=[C:4]([N:11]2[CH2:16][CH2:15][O:14][CH2:13][CH2:12]2)[N:3]=1.[C:17]([O:20][CH2:21][CH2:22]Br)(=[O:19])[CH3:18]. (6) Given the product [C:1]([N:8]1[CH2:9][CH2:10][O:11][C:16](=[O:17])[O:14][CH2:13][CH2:12]1)([O:3][C:4]([CH3:6])([CH3:7])[CH3:5])=[O:2], predict the reactants needed to synthesize it. The reactants are: [C:1]([N:8]([CH2:12][CH2:13][OH:14])[CH2:9][CH2:10][OH:11])([O:3][C:4]([CH3:7])([CH3:6])[CH3:5])=[O:2].Cl[C:16](OCC)=[O:17].C(N(CC)CC)C. (7) Given the product [F:9][C:10]([F:19])([F:20])[C:11]1[CH:12]=[C:13]([CH:16]=[CH:17][CH:18]=1)[CH2:14][NH:15][C:2]1[N:7]=[C:6]([NH:15][CH2:14][C:13]2[CH:16]=[CH:17][CH:18]=[C:11]([C:10]([F:9])([F:19])[F:20])[CH:12]=2)[CH:5]=[CH:4][N:3]=1.[ClH:1], predict the reactants needed to synthesize it. The reactants are: [Cl:1][C:2]1[N:7]=[C:6](Cl)[CH:5]=[CH:4][N:3]=1.[F:9][C:10]([F:20])([F:19])[C:11]1[CH:12]=[C:13]([CH:16]=[CH:17][CH:18]=1)[CH2:14][NH2:15].